From a dataset of B-cell epitopes from IEDB database with 3,159 antigens for binding position prediction. Token-level Classification. Given an antigen amino acid sequence, predict which amino acid positions are active epitope sites capable of antibody binding. Output is a list of indices for active positions. (1) The epitope positions are: [130, 131, 132, 133, 134, 135, 136, 137, 138, 139, 140, 141, 142]. The amino acids at these positions are: ILPWKWPWWPWRR. Given the antigen sequence: MQTQRASLSLGRWSLWLLLLGLVVPSASAQALSYREAVLRAVDQLNELSSEANLYRLLELDPPPKDNEDLGTRKPVSFTVKETVCPRTIQQPAEQCDFKEKGRVKQCVGTVTLDPSNDQFDLNCNELQSVILPWKWPWWPWRRG, which amino acid positions are active epitope sites? (2) Given the antigen sequence: MAEEQARHVKNGLECIRALKAEPIGSLAIEEAMAAWSEISDNPGQERATCKEEKAGSSGLSKPCLSAIGSTEGGAPRIRGQGSGESDDDAETLGTPSGNLQASSAGLQRYYVYDHSGEAVKGIQDADSIMVQSGLDGDSTLSGGDNESENSDVDIGEPDTEGYAITDRGSAPISMGFRASDVETAEGGEIHELLRLQSRGNNFLKPGKTLNVPPPPDPGRANTSETPIKKGTDARLASFGTEIASLLTGGATQCARKSPSEPSGPGAPAGNVPECVSNAALIQEWTPESGTTISPRSQNNEEGGDYYDDELFSDVQDIKTALAKIHEDNQKIISKLESLLLLKGEVESIKKQINKQNISISTLEGHLSSIMIAIPGFGKDPNDPTADVEINPDLKPIISRDSGRALAEVLKKPVASRQLQGMTSGRTSSRGQLLKEFQLKPIGKKMSSAVGFVPDTGPASRSVIRSIIKSSRLEEDRKRYLMTLLDDIKGANDLAKFHQM..., which amino acid positions are active epitope sites? The epitope positions are: [487, 488, 489, 490, 491, 492, 493, 494, 495, 496, 497, 498, 499, 500, 501, 502, 503, 504, 505, 506]. The amino acids at these positions are: IKGANDLAKFHQMLMKIIMK. (3) Given the antigen sequence: MSTNPKPQRKTKRNTNRRPQDVKFPGGGQIVGGVYLLPRRGPRLGVRATRKTSERSQPRGRRQPIPKARRPEGRTWAQPGYPWPLYGNEGMGWAGWLLSPRGSRPSWGPTDPRRRSRNLGKVIDTLTCGFADLMGYIPLVGAPLGGAARALAHGVRVLEDSVNYATGNLPGCSFSIFLLALLSCLTTPASAYEVHNVSGIYHVTNDCSNASIVYEAADMIMHAPGCVPCVREDNASRCWVALTPTLAARNASVPTTTIRRHVDLLVGAAAFCSAMYVGDLCGSVFLISQLFTFSPRRHETVQDCNCSIYPGHVTGHRMAWDMMMNWSPTTALVVSQLLRIPQAVMDMVAGAHWGVLAGLAYYSMAGNWAKVLIVMLLFAGVDGNTHVSGAVQGRTVSSLANIFSLGASQKIQLINTNGSWHINRTALNCNDSLQTGFLAALFYAHKFNASGCPERMASCRSIDKFDQGWGPITYAQPSNLDQRPYCWHYAPQQCGIVPAS..., which amino acid positions are active epitope sites? The epitope positions are: [2419, 2420, 2421, 2422, 2423, 2424, 2425, 2426, 2427]. The amino acids at these positions are: SMSYTWTGA. (4) Given the antigen sequence: MKVIKTLSIINFFIFVTFNIKNESKYSNTFINNAYNMSIRRSMAESKPSTGAGGTAGGSAGGSAGGSAGGSAGGSAGSGDGNGADAEGSSSTPATTTTTKTTTTTTTTNDAEASTSTSSENPNHKNAETNPKGKGEVQEPNQANKETQNNSNVQQDSQTKSNVPPTQDADTKSPTAQPEQAENSAPTAEQTESPELQSAPENKGTGQHGHMHGSRNNHPQNTSDSQKECTDGNKENCGAATSLLNNSSNIASINKFVVLISATLVLSFAIFI, which amino acid positions are active epitope sites? The epitope positions are: [214, 215, 216, 217, 218, 219, 220, 221, 222, 223, 224, 225, 226, 227, 228, 229, 230, 231, 232, 233]. The amino acids at these positions are: RNNHPQNTSDSQKECTDGNK. (5) Given the antigen sequence: MAGKNQSQKKKKSTAPMGNGQPVNQLCQLLGAMIKSQRQQPRGGQAKKKKPEKPHFPLAAEDDIRHHLTQTERSLCLQSIQTAFNQGAGTASLSSSGKVSFQVEFMLPVAHTVRLIRVTSTSASQGAS, which amino acid positions are active epitope sites? The epitope positions are: [39, 40, 41, 42, 43, 44, 45]. The amino acids at these positions are: QPRGGQA. (6) Given the antigen sequence: MSARKRVKRASAYDLYRTCKQAGTCPPDVIPKVEGDTIADKILKFGGLAIYLGGLGIGTWSTGRVAAGGSPRYTPLRTAGSTSSLASIGSRAVTAGTRPSIGAGIPLDTLETLGALRPGVYEDTVLPEAPAIVTPDAVPADSGLDALSIGTDSSTETLITLLEPEGPEDIAVLELQPLDRPTWQVSNAVHQSSAYHAPLQLQSSIAETSGLENIFVGGSGLGDTGGENIELTYFGSPRTSTPRSIASKSRGILNWFSKRYYTQVPTEDPEVFSSQTFANPLYEAEPAVLKGPSGRVGLSQVYKPDTLTTRSGTEVGPQLHVRYSLSTIHEDVEAIPYTVDENTQGLAFVPLHEEQAGFEEIELDDFSETHRLLPQNTSSTPVGSGVRRSLIPTQEFSATRPTGVVTYGSPDTYSASPVTDPDSTSPSLVIDDTTTTPIIIIDGHTVDLYSSNYTLHPSLLRKRKKRKHA, which amino acid positions are active epitope sites? The epitope positions are: [454, 455, 456, 457, 458, 459, 460, 461, 462, 463, 464, 465, 466, 467, 468]. The amino acids at these positions are: LHPSLLRKRKKRKHA.